The task is: Predict the reaction yield, written as a fraction of the theoretical maximum amount of product (1.0 means a 100% yield; for example, 0.34 means a 34% yield).. This data is from Reaction yield outcomes from USPTO patents with 853,638 reactions. (1) The reactants are [C:1]([O:5][C:6]([N:8]1[CH2:13][CH:12]=[C:11]([C:14]2[CH:19]=[CH:18][CH:17]=[C:16]([C:20]([O:22][CH2:23][CH3:24])=[O:21])[CH:15]=2)[CH2:10][CH2:9]1)=[O:7])([CH3:4])([CH3:3])[CH3:2]. The catalyst is C(O)C.[Pd]. The product is [C:1]([O:5][C:6]([N:8]1[CH2:13][CH2:12][CH:11]([C:14]2[CH:19]=[CH:18][CH:17]=[C:16]([C:20]([O:22][CH2:23][CH3:24])=[O:21])[CH:15]=2)[CH2:10][CH2:9]1)=[O:7])([CH3:4])([CH3:3])[CH3:2]. The yield is 0.930. (2) The reactants are Cl[C:2]1[CH:7]=[C:6]([C:8]2[CH:13]=[C:12]([Cl:14])[CH:11]=[CH:10][C:9]=2[CH3:15])[N:5]=[C:4]([NH2:16])[N:3]=1.[F:17][C:18]([F:27])([F:26])[C:19]1[CH:24]=[CH:23][C:22]([NH2:25])=[CH:21][CH:20]=1. No catalyst specified. The product is [Cl:14][C:12]1[CH:11]=[CH:10][C:9]([CH3:15])=[C:8]([C:6]2[N:5]=[C:4]([NH2:16])[N:3]=[C:2]([NH:25][C:22]3[CH:23]=[CH:24][C:19]([C:18]([F:17])([F:26])[F:27])=[CH:20][CH:21]=3)[CH:7]=2)[CH:13]=1. The yield is 0.460. (3) The reactants are [OH:1][C:2]1[CH:7]=[CH:6][C:5](B(O)O)=[CH:4][CH:3]=1.[NH2:11][C:12]1[N:13]=[C:14]([N:23]2[CH2:28][CH2:27][N:26]([C:29](=[O:39])[CH2:30][O:31][C:32]3[CH:37]=[CH:36][C:35]([Cl:38])=[CH:34][CH:33]=3)[CH2:25][CH2:24]2)[C:15]2[N:21]=[C:20](Cl)[CH:19]=[CH:18][C:16]=2[N:17]=1. No catalyst specified. The product is [NH2:11][C:12]1[N:13]=[C:14]([N:23]2[CH2:24][CH2:25][N:26]([C:29](=[O:39])[CH2:30][O:31][C:32]3[CH:37]=[CH:36][C:35]([Cl:38])=[CH:34][CH:33]=3)[CH2:27][CH2:28]2)[C:15]2[N:21]=[C:20]([C:5]3[CH:6]=[CH:7][C:2]([OH:1])=[CH:3][CH:4]=3)[CH:19]=[CH:18][C:16]=2[N:17]=1. The yield is 1.00. (4) The reactants are C([O:9][C@H:10]1[CH2:15][CH2:14][C@H:13]([O:16][Si:17]([C:20]([CH3:23])([CH3:22])[CH3:21])([CH3:19])[CH3:18])[CH2:12][C@@H:11]1[C:24]1[N:28]([CH3:29])[N:27]=[CH:26][CH:25]=1)(=O)C1C=CC=CC=1.C(=O)([O-])[O-].[K+].[K+].O. The catalyst is CO. The product is [Si:17]([O:16][C@H:13]1[CH2:14][CH2:15][C@H:10]([OH:9])[C@@H:11]([C:24]2[N:28]([CH3:29])[N:27]=[CH:26][CH:25]=2)[CH2:12]1)([C:20]([CH3:23])([CH3:21])[CH3:22])([CH3:18])[CH3:19]. The yield is 0.680. (5) The reactants are [CH2:1]([NH:8][CH2:9][CH2:10][NH:11][C:12](=[O:18])[O:13][C:14]([CH3:17])([CH3:16])[CH3:15])[C:2]1[CH:7]=[CH:6][CH:5]=[CH:4][CH:3]=1.[CH2:19]=O. The catalyst is C([O-])(O)=O.[Na+]. The product is [CH2:1]([N:8]([CH3:19])[CH2:9][CH2:10][NH:11][C:12](=[O:18])[O:13][C:14]([CH3:15])([CH3:17])[CH3:16])[C:2]1[CH:7]=[CH:6][CH:5]=[CH:4][CH:3]=1. The yield is 0.468. (6) The reactants are [F:1][C:2]([F:14])([F:13])[O:3][C:4]1[CH:12]=[CH:11][CH:10]=[CH:9][C:5]=1[C:6](Cl)=[O:7].[CH2:15]([NH:22][C:23]([C:25]1[S:29][C:28]([NH2:30])=[N:27][C:26]=1[CH3:31])=[O:24])[C:16]1[CH:21]=[CH:20][CH:19]=[CH:18][CH:17]=1. No catalyst specified. The product is [CH2:15]([NH:22][C:23]([C:25]1[S:29][C:28]([NH:30][C:6](=[O:7])[C:5]2[CH:9]=[CH:10][CH:11]=[CH:12][C:4]=2[O:3][C:2]([F:14])([F:13])[F:1])=[N:27][C:26]=1[CH3:31])=[O:24])[C:16]1[CH:21]=[CH:20][CH:19]=[CH:18][CH:17]=1. The yield is 0.300. (7) The reactants are C[O:2][C:3]([C:5]1[S:6][C:7]([C:11]2[CH:16]=[CH:15][CH:14]=[CH:13][CH:12]=2)=[CH:8][C:9]=1[I:10])=[O:4].[Li]. The catalyst is O1CCOCC1.O. The product is [I:10][C:9]1[CH:8]=[C:7]([C:11]2[CH:16]=[CH:15][CH:14]=[CH:13][CH:12]=2)[S:6][C:5]=1[C:3]([OH:4])=[O:2]. The yield is 0.970. (8) The reactants are CC1(C)C(C)(C)OB([C:9]2[CH:18]=[CH:17][C:12]3[NH:13][C:14](=[O:16])[O:15][C:11]=3[CH:10]=2)O1.Br[C:21]1[CH:26]=[CH:25][CH:24]=[C:23]([C:27]2[CH:32]=[CH:31][C:30]([F:33])=[CH:29][CH:28]=2)[N:22]=1.C([O-])([O-])=O.[K+].[K+]. The catalyst is O1CCOCC1.O.CCOC(C)=O.C1C=CC([P]([Pd]([P](C2C=CC=CC=2)(C2C=CC=CC=2)C2C=CC=CC=2)([P](C2C=CC=CC=2)(C2C=CC=CC=2)C2C=CC=CC=2)[P](C2C=CC=CC=2)(C2C=CC=CC=2)C2C=CC=CC=2)(C2C=CC=CC=2)C2C=CC=CC=2)=CC=1. The product is [F:33][C:30]1[CH:31]=[CH:32][C:27]([C:23]2[N:22]=[C:21]([C:9]3[CH:18]=[CH:17][C:12]4[NH:13][C:14](=[O:16])[O:15][C:11]=4[CH:10]=3)[CH:26]=[CH:25][CH:24]=2)=[CH:28][CH:29]=1. The yield is 0.200. (9) The product is [N:1]1[CH:6]=[CH:5][CH:4]=[CH:3][C:2]=1[CH2:7][NH:8][CH2:9][C:10]1[CH:11]=[CH:12][C:13]([CH2:16][NH:17][CH:18]2[C:27]3[N:26]=[CH:25][CH:24]=[C:23]([O:28][CH3:29])[C:22]=3[CH2:21][CH2:20][CH2:19]2)=[CH:14][CH:15]=1. The yield is 0.820. The catalyst is CC#N. The reactants are [N:1]1[CH:6]=[CH:5][CH:4]=[CH:3][C:2]=1[CH2:7][N:8](S(C1C=CC=CC=1[N+]([O-])=O)(=O)=O)[CH2:9][C:10]1[CH:15]=[CH:14][C:13]([CH2:16][NH:17][CH:18]2[C:27]3[N:26]=[CH:25][CH:24]=[C:23]([O:28][CH3:29])[C:22]=3[CH2:21][CH2:20][CH2:19]2)=[CH:12][CH:11]=1.C1(S)C=CC=CC=1.C([O-])([O-])=O.[K+].[K+].